This data is from Full USPTO retrosynthesis dataset with 1.9M reactions from patents (1976-2016). The task is: Predict the reactants needed to synthesize the given product. (1) Given the product [CH3:49][O:48][CH2:47][CH2:46][S:23][C:20]1[CH:19]=[C:18]([O:30][C:31]2[C:32]([CH3:38])=[N:33][N:34]([CH3:37])[C:35]=2[CH3:36])[C:17]([NH:16][C:14]2[S:13][N:12]=[C:11]([C@H:2]3[CH2:3][O:4][C:5]4([CH2:6][CH2:7][CH2:8][CH2:9][CH2:10]4)[O:1]3)[N:15]=2)=[N:22][CH:21]=1, predict the reactants needed to synthesize it. The reactants are: [O:1]1[C:5]2([CH2:10][CH2:9][CH2:8][CH2:7][CH2:6]2)[O:4][CH2:3][C@@H:2]1[C:11]1[N:15]=[C:14]([NH:16][C:17]2[N:22]=[CH:21][C:20]([S:23]CCC(OC)=O)=[CH:19][C:18]=2[O:30][C:31]2[C:32]([CH3:38])=[N:33][N:34]([CH3:37])[C:35]=2[CH3:36])[S:13][N:12]=1.CC([O-])(C)C.[K+].Br[CH2:46][CH2:47][O:48][CH3:49].CN(C=O)C. (2) The reactants are: [O-2].[Zn+2:2].[C:3]1([P:9](=[O:12])([OH:11])[OH:10])[CH:8]=[CH:7][CH:6]=[CH:5][CH:4]=1. Given the product [C:3]1([P:9](=[O:10])([O-:12])[O-:11])[CH:8]=[CH:7][CH:6]=[CH:5][CH:4]=1.[Zn+2:2], predict the reactants needed to synthesize it. (3) Given the product [CH2:7]([N:1]1[CH2:6][CH:5]=[CH:4][CH2:3][CH2:2]1)[C:8]1[CH:13]=[CH:12][CH:11]=[CH:10][CH:9]=1, predict the reactants needed to synthesize it. The reactants are: [N:1]1[CH:6]=[CH:5][CH:4]=[CH:3][CH:2]=1.[CH2:7](Br)[C:8]1[CH:13]=[CH:12][CH:11]=[CH:10][CH:9]=1.[BH4-].[Na+].Cl.[OH-].[Na+].